Dataset: Full USPTO retrosynthesis dataset with 1.9M reactions from patents (1976-2016). Task: Predict the reactants needed to synthesize the given product. (1) The reactants are: C([C@@H]1COC(=O)N1[C:14](=[O:42])[C@H:15]([CH:39]1[CH2:41][CH2:40]1)[C@H:16]([C@H:25]1[CH2:29][O:28][C:27]([CH3:31])([CH3:30])[N:26]1[C:32]([O:34][C:35]([CH3:38])([CH3:37])[CH3:36])=[O:33])[O:17][Si:18]([C:21]([CH3:24])([CH3:23])[CH3:22])([CH3:20])[CH3:19])C1C=CC=CC=1.[BH4-].[Li+].[OH-].[Na+]. Given the product [Si:18]([O:17][C@@H:16]([C@H:25]1[CH2:29][O:28][C:27]([CH3:30])([CH3:31])[N:26]1[C:32]([O:34][C:35]([CH3:38])([CH3:37])[CH3:36])=[O:33])[C@@H:15]([CH:39]1[CH2:41][CH2:40]1)[CH2:14][OH:42])([C:21]([CH3:22])([CH3:23])[CH3:24])([CH3:20])[CH3:19], predict the reactants needed to synthesize it. (2) Given the product [CH2:16]([O:23][CH2:24][C@@H:25]1[NH:28][C@@H:29]([CH3:43])[C@@H:30]([O:31][CH2:32][C:33]([CH3:34])([CH3:35])[CH3:36])[O:37][CH2:38]1)[C:17]1[CH:18]=[CH:19][CH:20]=[CH:21][CH:22]=1.[CH2:16]([O:23][CH2:24][C@@H:25]1[NH:28][C@@H:29]([CH3:43])[C@H:30]([O:31][CH2:32][C:33]([CH3:34])([CH3:35])[CH3:36])[O:37][CH2:38]1)[C:17]1[CH:18]=[CH:19][CH:20]=[CH:21][CH:22]=1, predict the reactants needed to synthesize it. The reactants are: C12(CS(O)(=O)=O)C(C)(C)C(CC1)CC2=O.[CH2:16]([O:23][CH2:24][C@H:25]([NH:28][C@@H:29]([CH3:43])[CH:30]([O:37][CH2:38]C(C)(C)C)[O:31][CH2:32][C:33]([CH3:36])([CH3:35])[CH3:34])CO)[C:17]1[CH:22]=[CH:21][CH:20]=[CH:19][CH:18]=1. (3) Given the product [CH:44]1([C:47]2[N:21]3[CH2:22][C@H:16]([C:10]4[CH:11]=[CH:12][CH:13]=[C:14]([F:15])[C:9]=4[F:8])[CH2:17][CH2:18][C@@H:19]([NH:25][C:26]([N:28]4[CH2:29][CH2:30][CH:31]([N:34]5[C:42]6[C:37](=[N:38][CH:39]=[CH:40][CH:41]=6)[NH:36][C:35]5=[O:43])[CH2:32][CH2:33]4)=[O:27])[C:20]3=[N:23][N:24]=2)[CH2:46][CH2:45]1, predict the reactants needed to synthesize it. The reactants are: C(N(CC)CC)C.[F:8][C:9]1[C:14]([F:15])=[CH:13][CH:12]=[CH:11][C:10]=1[C@H:16]1[CH2:22][NH:21][C:20](=[N:23][NH2:24])[C@H:19]([NH:25][C:26]([N:28]2[CH2:33][CH2:32][CH:31]([N:34]3[C:42]4[C:37](=[N:38][CH:39]=[CH:40][CH:41]=4)[NH:36][C:35]3=[O:43])[CH2:30][CH2:29]2)=[O:27])[CH2:18][CH2:17]1.[CH:44]1([C:47](Cl)=O)[CH2:46][CH2:45]1. (4) Given the product [CH3:39][O:40][C:41]1[CH:46]=[CH:45][C:44]([C:2]2[CH:3]=[CH:4][C:5]([S:8]([CH:11]3[CH2:17][CH2:16][CH2:15][CH2:14][N:13]([O:18][C:19]([C:20]4[CH:25]=[CH:24][CH:23]=[CH:22][CH:21]=4)([C:32]4[CH:33]=[CH:34][CH:35]=[CH:36][CH:37]=4)[C:26]4[CH:31]=[CH:30][CH:29]=[CH:28][CH:27]=4)[C:12]3=[O:38])(=[O:9])=[O:10])=[CH:6][CH:7]=2)=[CH:43][CH:42]=1, predict the reactants needed to synthesize it. The reactants are: Br[C:2]1[CH:7]=[CH:6][C:5]([S:8]([CH:11]2[CH2:17][CH2:16][CH2:15][CH2:14][N:13]([O:18][C:19]([C:32]3[CH:37]=[CH:36][CH:35]=[CH:34][CH:33]=3)([C:26]3[CH:31]=[CH:30][CH:29]=[CH:28][CH:27]=3)[C:20]3[CH:25]=[CH:24][CH:23]=[CH:22][CH:21]=3)[C:12]2=[O:38])(=[O:10])=[O:9])=[CH:4][CH:3]=1.[CH3:39][O:40][C:41]1[CH:46]=[CH:45][C:44](B(O)O)=[CH:43][CH:42]=1.C([O-])([O-])=O.[Na+].[Na+]. (5) Given the product [Br:20][C:6]1[CH:15]=[CH:14][C:13]([C:16]#[N:17])=[C:12]2[C:7]=1[CH:8]=[CH:9][CH:10]=[N:11]2, predict the reactants needed to synthesize it. The reactants are: N([O-])=O.[Na+].N[C:6]1[CH:15]=[CH:14][C:13]([C:16]#[N:17])=[C:12]2[C:7]=1[CH:8]=[CH:9][CH:10]=[N:11]2.[OH-].[Na+].[BrH:20]. (6) The reactants are: [F:1][C:2]1[CH:10]=[C:9]2[C:5]([C:6]([C:20]3[CH:21]=[N:22][N:23]([CH2:25][CH:26]4[CH2:31][CH2:30][NH:29][CH2:28][CH2:27]4)[CH:24]=3)=[CH:7][N:8]2[S:11]([C:14]2[CH:19]=[CH:18][CH:17]=[CH:16][CH:15]=2)(=[O:13])=[O:12])=[CH:4][CH:3]=1.C([O-])([O-])=O.[K+].[K+].[F:38][C:39]([F:44])([F:43])[CH:40]1[CH2:42][O:41]1.O. Given the product [F:38][C:39]([F:44])([F:43])[CH:40]([OH:41])[CH2:42][N:29]1[CH2:30][CH2:31][CH:26]([CH2:25][N:23]2[CH:24]=[C:20]([C:6]3[C:5]4[C:9](=[CH:10][C:2]([F:1])=[CH:3][CH:4]=4)[N:8]([S:11]([C:14]4[CH:15]=[CH:16][CH:17]=[CH:18][CH:19]=4)(=[O:12])=[O:13])[CH:7]=3)[CH:21]=[N:22]2)[CH2:27][CH2:28]1, predict the reactants needed to synthesize it. (7) Given the product [CH3:19][CH:10]1[C:9](=[O:18])[NH:8][C:7]2[CH:6]=[CH:5][CH:4]=[CH:3][C:13]=2[C:12]2[CH:14]=[CH:15][CH:16]=[CH:17][C:11]1=2, predict the reactants needed to synthesize it. The reactants are: [H-].[Na+].[CH:3]1[C:13]2[C:12]3[CH:14]=[CH:15][CH:16]=[CH:17][C:11]=3[CH2:10][C:9](=[O:18])[NH:8][C:7]=2[CH:6]=[CH:5][CH:4]=1.[CH3:19]I.